Dataset: Forward reaction prediction with 1.9M reactions from USPTO patents (1976-2016). Task: Predict the product of the given reaction. (1) Given the reactants CC1C=CC(S(O[CH2:12][CH2:13][CH2:14][C:15]2[C:23]3[C:18](=[CH:19][CH:20]=[C:21]([C:24]#[N:25])[CH:22]=3)[NH:17][CH:16]=2)(=O)=O)=CC=1.[F:26][C:27]1[CH:28]=[N:29][C:30]([N:33]2[CH2:38][CH2:37][NH:36][CH2:35][CH2:34]2)=[N:31][CH:32]=1.C(=O)([O-])[O-].[K+].[K+].[I-].[K+], predict the reaction product. The product is: [F:26][C:27]1[CH:28]=[N:29][C:30]([N:33]2[CH2:34][CH2:35][N:36]([CH2:12][CH2:13][CH2:14][C:15]3[C:23]4[C:18](=[CH:19][CH:20]=[C:21]([C:24]#[N:25])[CH:22]=4)[NH:17][CH:16]=3)[CH2:37][CH2:38]2)=[N:31][CH:32]=1. (2) Given the reactants [CH2:1]([C@H:3]1[C@@H:7]([C:8]2[N:12]3[C:13]4[CH:19]=[CH:18][N:17]([CH2:20][O:21][CH2:22][CH2:23][Si:24]([CH3:27])([CH3:26])[CH3:25])[C:14]=4[N:15]=[CH:16][C:11]3=[N:10][N:9]=2)[CH2:6][C@@H:5]([OH:28])[CH2:4]1)[CH3:2].C([C@H]1[C@@H](C2N3C4C=CN(COCC[Si](C)(C)C)C=4N=CC3=NN=2)C[C@H](O)C1)C, predict the reaction product. The product is: [CH2:1]([CH:3]1[CH:7]([C:8]2[N:12]3[C:13]4[CH:19]=[CH:18][N:17]([CH2:20][O:21][CH2:22][CH2:23][Si:24]([CH3:25])([CH3:27])[CH3:26])[C:14]=4[N:15]=[CH:16][C:11]3=[N:10][N:9]=2)[CH2:6][C:5](=[O:28])[CH2:4]1)[CH3:2]. (3) Given the reactants [Br:1][C:2]1[CH:11]=[C:10]2[C:5]([NH:6][C@@H:7]([CH3:22])[CH2:8][N:9]2[S:12]([C:15]2[CH:21]=[CH:20][C:18]([CH3:19])=[CH:17][CH:16]=2)(=[O:14])=[O:13])=[CH:4][CH:3]=1.N1C=CC=CC=1.[C:29](Cl)(=[O:31])[CH3:30], predict the reaction product. The product is: [Br:1][C:2]1[CH:11]=[C:10]2[C:5](=[CH:4][CH:3]=1)[N:6]([C:29](=[O:31])[CH3:30])[C@@H:7]([CH3:22])[CH2:8][N:9]2[S:12]([C:15]1[CH:21]=[CH:20][C:18]([CH3:19])=[CH:17][CH:16]=1)(=[O:13])=[O:14]. (4) Given the reactants CC([O-])(C)C.[K+].Cl[C:8]1[CH:13]=[CH:12][N:11]=[C:10]2[CH:14]=[CH:15][S:16][C:9]=12.COC(=O)CC[S:22][C:23]1[CH:24]=[C:25]([O:49][C:50]2[CH:55]=[CH:54][CH:53]=[CH:52][CH:51]=2)[C:26]([NH:29][C:30]2[S:31][CH:32]=[C:33]([CH2:35][CH:36]3[CH2:41][CH2:40][N:39]([C:42]([O:44][C:45]([CH3:48])([CH3:47])[CH3:46])=[O:43])[CH2:38][CH2:37]3)[N:34]=2)=[N:27][CH:28]=1, predict the reaction product. The product is: [O:49]([C:25]1[C:26]([NH:29][C:30]2[S:31][CH:32]=[C:33]([CH2:35][CH:36]3[CH2:37][CH2:38][N:39]([C:42]([O:44][C:45]([CH3:48])([CH3:47])[CH3:46])=[O:43])[CH2:40][CH2:41]3)[N:34]=2)=[N:27][CH:28]=[C:23]([S:22][C:8]2[CH:13]=[CH:12][N:11]=[C:10]3[CH:14]=[CH:15][S:16][C:9]=23)[CH:24]=1)[C:50]1[CH:55]=[CH:54][CH:53]=[CH:52][CH:51]=1. (5) Given the reactants [OH:1][C:2]([CH3:31])([CH3:30])[CH2:3][N:4]1[CH2:9][CH2:8][N:7]([CH2:10][CH:11]([C:23]2([OH:29])[CH2:28][CH2:27][CH2:26][CH2:25][CH2:24]2)[C:12]2[CH:17]=[CH:16][CH:15]=[C:14]([O:18][C:19]([F:22])([F:21])[F:20])[CH:13]=2)[CH2:6][CH2:5]1.[ClH:32].C(OCC)C, predict the reaction product. The product is: [ClH:32].[ClH:32].[OH:1][C:2]([CH3:31])([CH3:30])[CH2:3][N:4]1[CH2:9][CH2:8][N:7]([CH2:10][CH:11]([C:23]2([OH:29])[CH2:28][CH2:27][CH2:26][CH2:25][CH2:24]2)[C:12]2[CH:17]=[CH:16][CH:15]=[C:14]([O:18][C:19]([F:22])([F:21])[F:20])[CH:13]=2)[CH2:6][CH2:5]1. (6) The product is: [C:1]([O:5][C:6](=[O:49])[N:7]([CH2:38][C:39]1[CH:44]=[CH:43][CH:42]=[C:41]([C:45]([CH3:48])([CH3:47])[CH3:46])[CH:40]=1)[C@@H:8]1[C@@H:13]([OH:14])[C@H:12]([CH2:15][C:16]2[CH:17]=[CH:18][C:19]([NH:22][C:23]3[CH:24]=[C:25]([C:27]4[CH:28]=[CH:29][C:30]([F:33])=[CH:31][CH:32]=4)[O:51][N:52]=3)=[CH:20][CH:21]=2)[CH2:11][S:10](=[O:37])(=[O:36])[CH2:9]1)([CH3:3])([CH3:4])[CH3:2]. Given the reactants [C:1]([O:5][C:6](=[O:49])[N:7]([CH2:38][C:39]1[CH:44]=[CH:43][CH:42]=[C:41]([C:45]([CH3:48])([CH3:47])[CH3:46])[CH:40]=1)[C@@H:8]1[C@@H:13]([OH:14])[C@H:12]([CH2:15][C:16]2[CH:21]=[CH:20][C:19]([NH:22]/[C:23](/SC)=[CH:24]/[C:25]([C:27]3[CH:32]=[CH:31][C:30]([F:33])=[CH:29][CH:28]=3)=O)=[CH:18][CH:17]=2)[CH2:11][S:10](=[O:37])(=[O:36])[CH2:9]1)([CH3:4])([CH3:3])[CH3:2].Cl.[OH:51][NH2:52].C([O-])([O-])=O.[Na+].[Na+], predict the reaction product. (7) Given the reactants C(OC([N:8]1[C:12]([CH2:13][CH:14]([C:28]([S:30][CH2:31][CH:32]([NH:37][C:38](=[O:40])[CH3:39])[C:33]([O:35][CH3:36])=[O:34])=[O:29])[NH:15][C:16](=[O:27])[CH2:17][CH2:18][NH:19]C(OC(C)(C)C)=O)=[CH:11][N:10]=[CH:9]1)=O)(C)(C)C.[ClH:41], predict the reaction product. The product is: [ClH:41].[ClH:41].[C:38]([NH:37][C@@H:32]([CH2:31][S:30][C:28](=[O:29])[C@@H:14]([NH:15][C:16](=[O:27])[CH2:17][CH2:18][NH2:19])[CH2:13][C:12]1[NH:8][CH:9]=[N:10][CH:11]=1)[C:33]([O:35][CH3:36])=[O:34])(=[O:40])[CH3:39].